Dataset: Reaction yield outcomes from USPTO patents with 853,638 reactions. Task: Predict the reaction yield, written as a fraction of the theoretical maximum amount of product (1.0 means a 100% yield; for example, 0.34 means a 34% yield). (1) The yield is 0.830. No catalyst specified. The reactants are [CH:1]([C:4]1[N:5]=[C:6]2[CH:11]=C(C#N)[CH:9]=[CH:8][N:7]2[CH:14]=1)([CH3:3])[CH3:2].[OH-:15].[Li+].Cl.[CH2:18]([OH:20])[CH3:19]. The product is [CH:1]([C:4]1[N:5]=[C:6]2[CH:11]=[C:19]([C:18]([OH:15])=[O:20])[CH:9]=[CH:8][N:7]2[CH:14]=1)([CH3:3])[CH3:2]. (2) The reactants are [I:1][C:2]1[CH:3]=[C:4]([CH:8]=[CH:9][C:10]=1[CH3:11])[C:5]([OH:7])=O.C(N(CC)CC)C.[CH3:19][C:20]1[N:21]=[CH:22][N:23]([C:25]2[CH:31]=[CH:30][C:28]([NH2:29])=[CH:27][C:26]=2[C:32]([F:35])([F:34])[F:33])[CH:24]=1. The catalyst is O=S(Cl)Cl.CN(C1C=CN=CC=1)C.C1COCC1. The product is [I:1][C:2]1[CH:3]=[C:4]([CH:8]=[CH:9][C:10]=1[CH3:11])[C:5]([NH:29][C:28]1[CH:30]=[CH:31][C:25]([N:23]2[CH:24]=[C:20]([CH3:19])[N:21]=[CH:22]2)=[C:26]([C:32]([F:35])([F:34])[F:33])[CH:27]=1)=[O:7]. The yield is 0.722. (3) The reactants are C[O:2][C:3](=O)[C:4]1[CH:9]=[CH:8][C:7]([Br:10])=[CH:6][CH:5]=1.O.[NH2:13][NH2:14]. The catalyst is C(O)C. The product is [Br:10][C:7]1[CH:8]=[CH:9][C:4]([C:3]([NH:13][NH2:14])=[O:2])=[CH:5][CH:6]=1. The yield is 0.670. (4) The reactants are [C:1]([O:5][C:6]([N:8]1[CH2:13][CH2:12][CH:11]([NH2:14])[CH2:10][CH2:9]1)=[O:7])([CH3:4])([CH3:3])[CH3:2].[CH:15]1([C:20](=[O:26])[CH2:21][CH2:22][C:23](O)=[O:24])[CH2:19][CH2:18][CH2:17][CH2:16]1.CCN=C=NCCCN(C)C.Cl.C1C=CC2N(O)N=NC=2C=1. The catalyst is C(Cl)Cl. The product is [C:1]([O:5][C:6]([N:8]1[CH2:13][CH2:12][CH:11]([NH:14][C:23](=[O:24])[CH2:22][CH2:21][C:20]([CH:15]2[CH2:19][CH2:18][CH2:17][CH2:16]2)=[O:26])[CH2:10][CH2:9]1)=[O:7])([CH3:4])([CH3:2])[CH3:3]. The yield is 0.710. (5) The reactants are [CH2:1]([O:8][C:9]1[CH:14]=[CH:13][C:12](OB(O)O)=[CH:11][CH:10]=1)[C:2]1[CH:7]=[CH:6][CH:5]=[CH:4][CH:3]=1.[C:19]1(=[O:24])[CH2:23][CH2:22][CH:21]=[CH:20]1.C1C=CC(P(C2C=CC3C(=CC=CC=3)C=2C2C3C(=CC=CC=3)C=CC=2P(C2C=CC=CC=2)C2C=CC=CC=2)C2C=CC=CC=2)=CC=1. No catalyst specified. The product is [CH2:1]([O:8][C:9]1[CH:14]=[CH:13][C:12]([C@H:21]2[CH2:22][CH2:23][C:19](=[O:24])[CH2:20]2)=[CH:11][CH:10]=1)[C:2]1[CH:7]=[CH:6][CH:5]=[CH:4][CH:3]=1. The yield is 0.950. (6) The reactants are [F:1][C:2]1[CH:3]=[C:4]([NH:22][C:23](=[O:35])[C:24]([NH:26][CH2:27][CH2:28][C:29]2[CH:34]=[CH:33][CH:32]=[CH:31][CH:30]=2)=[O:25])[CH:5]=[CH:6][C:7]=1[O:8][C:9]1[C:18]2[C:13](=[CH:14][C:15]([OH:21])=[C:16]([O:19][CH3:20])[CH:17]=2)[N:12]=[CH:11][CH:10]=1.Cl.Cl[CH2:38][CH2:39][CH2:40][N:41]1[CH2:46][CH2:45][O:44][CH2:43][CH2:42]1.C(=O)([O-])[O-].[K+].[K+]. The catalyst is CN(C=O)C. The product is [F:1][C:2]1[CH:3]=[C:4]([NH:22][C:23](=[O:35])[C:24]([NH:26][CH2:27][CH2:28][C:29]2[CH:30]=[CH:31][CH:32]=[CH:33][CH:34]=2)=[O:25])[CH:5]=[CH:6][C:7]=1[O:8][C:9]1[C:18]2[C:13](=[CH:14][C:15]([O:21][CH2:38][CH2:39][CH2:40][N:41]3[CH2:46][CH2:45][O:44][CH2:43][CH2:42]3)=[C:16]([O:19][CH3:20])[CH:17]=2)[N:12]=[CH:11][CH:10]=1. The yield is 0.740. (7) The reactants are C(OC(=O)[NH:7][C@@H:8]1[C:14](=[O:15])[NH:13][C:12]2[CH:16]=[CH:17][CH:18]=[CH:19][C:11]=2[NH:10][CH2:9]1)(C)(C)C.[CH3:21][Si]([N-][Si](C)(C)C)(C)C.[Li+].CI. The catalyst is O1CCCC1. The product is [NH2:7][C@@H:8]1[C:14](=[O:15])[N:13]([CH3:21])[C:12]2[CH:16]=[CH:17][CH:18]=[CH:19][C:11]=2[NH:10][CH2:9]1. The yield is 0.650. (8) The reactants are CC1C=C(N2CCN(CCOC3C=CC=CC=3)C2=O)SC=1C(O)=O.[F:25][C:26]1[CH:47]=[CH:46][C:29]([CH2:30][N:31]2[CH2:35][CH2:34][N:33]([C:36]3[S:40][C:39]([C:41](O)=[O:42])=[C:38]([CH3:44])[CH:37]=3)[C:32]2=[O:45])=[CH:28][CH:27]=1.[NH:48]1[CH:52]=[CH:51][C:50]([CH2:53][NH2:54])=[N:49]1. No catalyst specified. The product is [NH:48]1[CH:52]=[CH:51][C:50]([CH2:53][NH:54][C:41]([C:39]2[S:40][C:36]([N:33]3[CH2:34][CH2:35][N:31]([CH2:30][C:29]4[CH:46]=[CH:47][C:26]([F:25])=[CH:27][CH:28]=4)[C:32]3=[O:45])=[CH:37][C:38]=2[CH3:44])=[O:42])=[N:49]1. The yield is 0.720.